This data is from NCI-60 drug combinations with 297,098 pairs across 59 cell lines. The task is: Regression. Given two drug SMILES strings and cell line genomic features, predict the synergy score measuring deviation from expected non-interaction effect. Drug 1: CN(CCCl)CCCl.Cl. Drug 2: CCC1(C2=C(COC1=O)C(=O)N3CC4=CC5=C(C=CC(=C5CN(C)C)O)N=C4C3=C2)O.Cl. Cell line: U251. Synergy scores: CSS=63.5, Synergy_ZIP=0.581, Synergy_Bliss=-0.500, Synergy_Loewe=1.53, Synergy_HSA=4.59.